Task: Predict the product of the given reaction.. Dataset: Forward reaction prediction with 1.9M reactions from USPTO patents (1976-2016) (1) The product is: [Br:12][C:10]1[CH:9]=[CH:8][N:7]=[C:6]([C:4](=[O:5])[CH2:18][CH2:17][CH:16]([O:20][CH3:21])[O:15][CH3:14])[CH:11]=1. Given the reactants CON(C)[C:4]([C:6]1[CH:11]=[C:10]([Br:12])[CH:9]=[CH:8][N:7]=1)=[O:5].[CH3:14][O:15][CH:16]([O:20][CH3:21])[CH:17](Br)[CH3:18], predict the reaction product. (2) Given the reactants [CH2:1]([NH:3][C:4]1[CH:9]=[C:8]([O:10][CH3:11])[CH:7]=[CH:6][C:5]=1[CH:12]1[CH2:21][CH2:20][C:19]2[CH:18]=[C:17]([O:22][C:23](=[O:28])[C:24]([CH3:27])([CH3:26])[CH3:25])[CH:16]=[CH:15][C:14]=2[CH2:13]1)[CH3:2].C([O:32][C:33]1[CH:41]=[CH:40][C:36]([C:37](O)=[O:38])=[CH:35][C:34]=1[F:42])(=O)C.C(OC1C=CC(C(CCNC2C=C(OC)C=CC=2C2CCC3C=C(OC(=O)C(C)(C)C)C=CC=3C2)=O)=CC=1F)(=O)C, predict the reaction product. The product is: [CH2:1]([N:3]([C:37](=[O:38])[C:36]1[CH:40]=[CH:41][C:33]([OH:32])=[C:34]([F:42])[CH:35]=1)[C:4]1[CH:9]=[C:8]([O:10][CH3:11])[CH:7]=[CH:6][C:5]=1[CH:12]1[CH2:21][CH2:20][C:19]2[CH:18]=[C:17]([O:22][C:23](=[O:28])[C:24]([CH3:27])([CH3:26])[CH3:25])[CH:16]=[CH:15][C:14]=2[CH2:13]1)[CH3:2]. (3) The product is: [CH3:12][S:9]([OH:10])(=[O:11])=[O:24].[CH3:1][C:2]1[CH:7]=[CH:6][C:5]([CH3:8])=[CH:4][C:3]=1[S:9]([C:12]1[C:21]2[C:16](=[CH:17][CH:18]=[CH:19][CH:20]=2)[C:15]([N:29]2[CH2:34][CH2:33][NH:32][CH2:31][CH2:30]2)=[CH:14][CH:13]=1)(=[O:11])=[O:10]. Given the reactants [CH3:1][C:2]1[CH:7]=[CH:6][C:5]([CH3:8])=[CH:4][C:3]=1[S:9]([C:12]1[C:21]2[C:16](=[CH:17][CH:18]=[CH:19][CH:20]=2)[C:15](F)=[CH:14][CH:13]=1)(=[O:11])=[O:10].C(=O)([O-])[O-:24].[K+].[K+].[NH:29]1[CH2:34][CH2:33][NH:32][CH2:31][CH2:30]1, predict the reaction product. (4) Given the reactants S(Cl)(Cl)=O.[Cl:5][C:6]1[CH:11]=[CH:10][C:9]([C:12]2[CH:13]=[CH:14][C:15]([C:18]#[C:19][C:20]3[CH:21]=[CH:22][C:23](/C=C/CO)=[N:24][CH:25]=3)=[N:16][CH:17]=2)=[CH:8][CH:7]=1.C(=O)(O)[O-].[Na+], predict the reaction product. The product is: [Cl:5][C:6]1[CH:7]=[CH:8][C:9]([C:12]2[CH:13]=[CH:14][C:15]([C:18]#[C:19][C:20]3[CH:25]=[N:24][CH:23]=[CH:22][C:21]=3/[CH:8]=[CH:7]/[CH2:6][Cl:5])=[N:16][CH:17]=2)=[CH:10][CH:11]=1. (5) Given the reactants [Cl:1][C:2]1[C:7]([CH:8]([CH3:10])[CH3:9])=[C:6](Cl)[N:5]2[N:12]=[CH:13][C:14]([C:15]#[N:16])=[C:4]2[N:3]=1.[OH-:17].[Na+], predict the reaction product. The product is: [Cl:1][C:2]1[NH:3][C:4]2[N:5]([N:12]=[CH:13][C:14]=2[C:15]#[N:16])[C:6](=[O:17])[C:7]=1[CH:8]([CH3:10])[CH3:9]. (6) The product is: [CH3:28][C:22]1([CH3:29])[CH2:21][C:20]2[CH:19]=[C:18]3[N:25]([CH2:26][CH2:27][N:16]([C:12]4[C:11]([CH2:31][OH:32])=[C:10]([C:4]5[CH:3]=[C:2]([NH:33][C:34]6[CH:39]=[CH:38][N:37]=[C:36]([N:40]7[CH2:44][CH2:43][CH:42]([C:45]([OH:47])=[O:46])[CH2:41]7)[N:35]=6)[C:7](=[O:8])[N:6]([CH3:9])[CH:5]=5)[CH:15]=[CH:14][N:13]=4)[C:17]3=[O:30])[C:24]=2[CH2:23]1. Given the reactants Br[C:2]1[C:7](=[O:8])[N:6]([CH3:9])[CH:5]=[C:4]([C:10]2[CH:15]=[CH:14][N:13]=[C:12]([N:16]3[CH2:27][CH2:26][N:25]4[C:18](=[CH:19][C:20]5[CH2:21][C:22]([CH3:29])([CH3:28])[CH2:23][C:24]=54)[C:17]3=[O:30])[C:11]=2[CH2:31][OH:32])[CH:3]=1.[NH2:33][C:34]1[CH:39]=[CH:38][N:37]=[C:36]([N:40]2[CH2:44][CH2:43][CH:42]([C:45]([OH:47])=[O:46])[CH2:41]2)[N:35]=1.CC1(C)C2C(=C(P(C3C=CC=CC=3)C3C=CC=CC=3)C=CC=2)OC2C(P(C3C=CC=CC=3)C3C=CC=CC=3)=CC=CC1=2.C([O-])([O-])=O.[Cs+].[Cs+], predict the reaction product. (7) Given the reactants [CH3:1][O:2][CH2:3][C:4]1[CH:9]=[CH:8][C:7]([C:10]2[C:11](=[O:19])[NH:12][C:13]3([CH2:18][CH2:17][CH2:16][CH2:15]3)[N:14]=2)=[CH:6][CH:5]=1.[H-].[Na+].Br[CH2:23][C:24]([NH:26][C:27]1[CH:32]=[C:31]([F:33])[CH:30]=[C:29]([F:34])[CH:28]=1)=O.[OH2:35], predict the reaction product. The product is: [F:34][C:29]1[CH:28]=[C:27]([NH:26][CH2:24][C:23]([N:12]2[C:13]3([CH2:15][CH2:16][CH2:17][CH2:18]3)[N:14]=[C:10]([C:7]3[CH:6]=[CH:5][C:4]([CH2:3][O:2][CH3:1])=[CH:9][CH:8]=3)[C:11]2=[O:19])=[O:35])[CH:32]=[C:31]([F:33])[CH:30]=1.